This data is from NCI-60 drug combinations with 297,098 pairs across 59 cell lines. The task is: Regression. Given two drug SMILES strings and cell line genomic features, predict the synergy score measuring deviation from expected non-interaction effect. (1) Drug 1: C1=NC2=C(N1)C(=S)N=CN2. Drug 2: C1CC(=O)NC(=O)C1N2C(=O)C3=CC=CC=C3C2=O. Cell line: OVCAR-8. Synergy scores: CSS=13.0, Synergy_ZIP=-8.60, Synergy_Bliss=-1.80, Synergy_Loewe=-21.2, Synergy_HSA=-4.41. (2) Drug 1: C1CC(C1)(C(=O)O)C(=O)O.[NH2-].[NH2-].[Pt+2]. Drug 2: C(CC(=O)O)C(=O)CN.Cl. Cell line: OVCAR-4. Synergy scores: CSS=4.49, Synergy_ZIP=-1.09, Synergy_Bliss=-0.749, Synergy_Loewe=-4.49, Synergy_HSA=-4.12. (3) Drug 1: CC12CCC3C(C1CCC2O)C(CC4=C3C=CC(=C4)O)CCCCCCCCCS(=O)CCCC(C(F)(F)F)(F)F. Drug 2: C1CN(CCN1C(=O)CCBr)C(=O)CCBr. Cell line: NCI/ADR-RES. Synergy scores: CSS=16.2, Synergy_ZIP=-1.39, Synergy_Bliss=-0.0890, Synergy_Loewe=-6.93, Synergy_HSA=-5.48. (4) Drug 1: CC1CCC2CC(C(=CC=CC=CC(CC(C(=O)C(C(C(=CC(C(=O)CC(OC(=O)C3CCCCN3C(=O)C(=O)C1(O2)O)C(C)CC4CCC(C(C4)OC)O)C)C)O)OC)C)C)C)OC. Drug 2: C1CCC(C(C1)N)N.C(=O)(C(=O)[O-])[O-].[Pt+4]. Cell line: SK-OV-3. Synergy scores: CSS=18.4, Synergy_ZIP=-5.25, Synergy_Bliss=-0.112, Synergy_Loewe=-55.1, Synergy_HSA=0.189. (5) Drug 1: CS(=O)(=O)C1=CC(=C(C=C1)C(=O)NC2=CC(=C(C=C2)Cl)C3=CC=CC=N3)Cl. Drug 2: C1CN(P(=O)(OC1)NCCCl)CCCl. Cell line: NCIH23. Synergy scores: CSS=1.81, Synergy_ZIP=-0.0559, Synergy_Bliss=0.303, Synergy_Loewe=-4.41, Synergy_HSA=-1.23. (6) Drug 1: C1=CC(=C2C(=C1NCCNCCO)C(=O)C3=C(C=CC(=C3C2=O)O)O)NCCNCCO. Drug 2: CC=C1C(=O)NC(C(=O)OC2CC(=O)NC(C(=O)NC(CSSCCC=C2)C(=O)N1)C(C)C)C(C)C. Cell line: MOLT-4. Synergy scores: CSS=65.0, Synergy_ZIP=-1.84, Synergy_Bliss=-3.86, Synergy_Loewe=-5.69, Synergy_HSA=-2.73. (7) Drug 1: C1=C(C(=O)NC(=O)N1)F. Drug 2: C1=NC2=C(N=C(N=C2N1C3C(C(C(O3)CO)O)O)F)N. Cell line: COLO 205. Synergy scores: CSS=57.6, Synergy_ZIP=-9.50, Synergy_Bliss=-17.3, Synergy_Loewe=-11.7, Synergy_HSA=-10.3. (8) Drug 1: CS(=O)(=O)CCNCC1=CC=C(O1)C2=CC3=C(C=C2)N=CN=C3NC4=CC(=C(C=C4)OCC5=CC(=CC=C5)F)Cl. Drug 2: COC1=C2C(=CC3=C1OC=C3)C=CC(=O)O2. Cell line: SNB-75. Synergy scores: CSS=1.92, Synergy_ZIP=1.82, Synergy_Bliss=3.74, Synergy_Loewe=1.48, Synergy_HSA=2.13.